From a dataset of Reaction yield outcomes from USPTO patents with 853,638 reactions. Predict the reaction yield, written as a fraction of the theoretical maximum amount of product (1.0 means a 100% yield; for example, 0.34 means a 34% yield). (1) The reactants are CN(C)C(OC(C)(C)C)N(C)C.[C:13]([O:17][CH2:18][CH3:19])(=[O:16])[CH2:14][CH3:15].[CH3:20][N:21]([CH:23]=O)[CH3:22]. No catalyst specified. The product is [CH3:22][N:21]([CH3:20])/[CH:23]=[C:14](\[CH3:15])/[C:13]([O:17][CH2:18][CH3:19])=[O:16]. The yield is 0.300. (2) The reactants are [CH3:1][C:2]1[N:10]=[CH:9][CH:8]=[CH:7][C:3]=1[C:4]([NH2:6])=O.C(N(CC)CC)C.FC(F)(F)C(OC(=O)C(F)(F)F)=O.O. The catalyst is C(Cl)Cl. The product is [C:4]([C:3]1[C:2]([CH3:1])=[N:10][CH:9]=[CH:8][CH:7]=1)#[N:6]. The yield is 0.750.